Task: Predict the reactants needed to synthesize the given product.. Dataset: Full USPTO retrosynthesis dataset with 1.9M reactions from patents (1976-2016) (1) Given the product [CH3:1][CH2:2][C:3]1[CH:8]=[CH:7][C:6]([C:9]([CH:11]([CH2:13][N:14]2[CH2:19][CH2:18][CH2:17][CH2:16][CH2:15]2)[CH3:12])=[O:10])=[CH:5][CH:4]=1.[C:20]([O-:27])(=[O:26])/[CH:21]=[CH:22]/[C:23]([O-:25])=[O:24], predict the reactants needed to synthesize it. The reactants are: [CH3:1][CH2:2][C:3]1[CH:4]=[CH:5][C:6]([C:9]([CH:11]([CH2:13][N:14]2[CH2:19][CH2:18][CH2:17][CH2:16][CH2:15]2)[CH3:12])=[O:10])=[CH:7][CH:8]=1.[C:20]([OH:27])(=[O:26])/[CH:21]=[CH:22]/[C:23]([OH:25])=[O:24].O1CCCC1. (2) Given the product [CH3:1][O:2][C:3]1[CH:13]=[CH:12][C:6](/[CH:7]=[CH:8]/[C:9]([O:11][CH3:19])=[O:10])=[CH:5][CH:4]=1, predict the reactants needed to synthesize it. The reactants are: [CH3:1][O:2][C:3]1[CH:13]=[CH:12][C:6]([CH:7]=[CH:8][C:9]([OH:11])=[O:10])=[CH:5][CH:4]=1.S(=O)(=O)(O)O.[CH3:19]O. (3) Given the product [N:1]1[CH:6]=[CH:5][CH:4]=[CH:3][C:2]=1[C:7]1[N:11]=[C:10]([C:12]2[CH:17]=[C:16]([O:18][CH2:28][CH3:29])[CH:15]=[C:14]([C:19]#[N:20])[CH:13]=2)[O:9][N:8]=1, predict the reactants needed to synthesize it. The reactants are: [N:1]1[CH:6]=[CH:5][CH:4]=[CH:3][C:2]=1[C:7]1[N:11]=[C:10]([C:12]2[CH:17]=[C:16]([OH:18])[CH:15]=[C:14]([C:19]#[N:20])[CH:13]=2)[O:9][N:8]=1.C(=O)([O-])[O-].[K+].[K+].I[CH2:28][CH3:29]. (4) Given the product [CH3:1][O:2][C:3]1[CH:4]=[CH:5][C:6]([CH:9]([NH:83][C:82](=[O:87])[O:84][CH2:85][CH3:86])[C:11]2[CH:16]=[CH:15][C:14]([O:17][CH2:18][CH:19]3[CH2:24][CH:23]([O:25][CH2:26][CH2:27][CH2:28][CH2:29][CH2:30][CH2:31][CH2:32][CH2:33][CH2:34][CH2:35][CH2:36][CH2:37][CH2:38][CH2:39][CH2:40][CH2:41][CH2:42][CH3:43])[CH:22]([O:44][CH2:45][CH2:46][CH2:47][CH2:48][CH2:49][CH2:50][CH2:51][CH2:52][CH2:53][CH2:54][CH2:55][CH2:56][CH2:57][CH2:58][CH2:59][CH2:60][CH2:61][CH3:62])[CH:21]([O:63][CH2:64][CH2:65][CH2:66][CH2:67][CH2:68][CH2:69][CH2:70][CH2:71][CH2:72][CH2:73][CH2:74][CH2:75][CH2:76][CH2:77][CH2:78][CH2:79][CH2:80][CH3:81])[CH2:20]3)=[CH:13][CH:12]=2)=[CH:7][CH:8]=1, predict the reactants needed to synthesize it. The reactants are: [CH3:1][O:2][C:3]1[CH:8]=[CH:7][C:6]([CH:9]([C:11]2[CH:16]=[CH:15][C:14]([O:17][CH2:18][CH:19]3[CH2:24][CH:23]([O:25][CH2:26][CH2:27][CH2:28][CH2:29][CH2:30][CH2:31][CH2:32][CH2:33][CH2:34][CH2:35][CH2:36][CH2:37][CH2:38][CH2:39][CH2:40][CH2:41][CH2:42][CH3:43])[CH:22]([O:44][CH2:45][CH2:46][CH2:47][CH2:48][CH2:49][CH2:50][CH2:51][CH2:52][CH2:53][CH2:54][CH2:55][CH2:56][CH2:57][CH2:58][CH2:59][CH2:60][CH2:61][CH3:62])[CH:21]([O:63][CH2:64][CH2:65][CH2:66][CH2:67][CH2:68][CH2:69][CH2:70][CH2:71][CH2:72][CH2:73][CH2:74][CH2:75][CH2:76][CH2:77][CH2:78][CH2:79][CH2:80][CH3:81])[CH2:20]3)=[CH:13][CH:12]=2)O)=[CH:5][CH:4]=1.[C:82](=[O:87])([O:84][CH2:85][CH3:86])[NH2:83].CS(O)(=O)=O.C(=O)([O-])[O-].[Na+].[Na+]. (5) Given the product [NH2:1][C:2]1[N:7]=[CH:6][C:5]([C@@H:8]([OH:32])[CH2:9][NH:10][CH2:11][C@H:12]2[CH2:21][CH2:20][C:19]3[C:14](=[CH:15][CH:16]=[C:17]([C:22]4[CH:23]=[CH:24][C:25]([C:26]([OH:28])=[O:27])=[CH:30][CH:31]=4)[CH:18]=3)[O:13]2)=[CH:4][CH:3]=1, predict the reactants needed to synthesize it. The reactants are: [NH2:1][C:2]1[N:7]=[CH:6][C:5]([C@@H:8]([OH:32])[CH2:9][NH:10][CH2:11][C@H:12]2[CH2:21][CH2:20][C:19]3[C:14](=[CH:15][CH:16]=[C:17]([C:22]4[CH:31]=[CH:30][C:25]([C:26]([O:28]C)=[O:27])=[CH:24][CH:23]=4)[CH:18]=3)[O:13]2)=[CH:4][CH:3]=1.[OH-].[Li+].